Dataset: Forward reaction prediction with 1.9M reactions from USPTO patents (1976-2016). Task: Predict the product of the given reaction. (1) Given the reactants [CH2:1]([NH:8][C@@H:9]([C:11]1[CH:16]=[CH:15][CH:14]=[CH:13][CH:12]=1)[CH3:10])[C:2]1[CH:7]=[CH:6][CH:5]=[CH:4][CH:3]=1.C([Li])CCC.Br[CH2:23][C:24]1[CH:29]=[C:28]([CH3:30])[CH:27]=[CH:26][C:25]=1/[CH:31]=[CH:32]/[C:33]([O:35][C:36]([CH3:39])([CH3:38])[CH3:37])=[O:34].O, predict the reaction product. The product is: [CH2:1]([N:8]([C@@H:9]([C:11]1[CH:16]=[CH:15][CH:14]=[CH:13][CH:12]=1)[CH3:10])[C@@H:31]1[C:25]2[C:24](=[CH:29][C:28]([CH3:30])=[CH:27][CH:26]=2)[CH2:23][C@H:32]1[C:33]([O:35][C:36]([CH3:39])([CH3:38])[CH3:37])=[O:34])[C:2]1[CH:7]=[CH:6][CH:5]=[CH:4][CH:3]=1. (2) Given the reactants [NH2:1][C:2]1[S:3][C:4]([C:17]2[CH:22]=[CH:21][CH:20]=[C:19]([F:23])[CH:18]=2)=[C:5]([C:7]([N:9]2[CH2:14][C@H:13]3[C@H:11]([CH2:12]3)[C@H:10]2[CH2:15][NH2:16])=[O:8])[N:6]=1.[CH3:24][N:25]1[CH:29]=[C:28]([C:30](O)=[O:31])[C:27]([CH3:33])=[N:26]1, predict the reaction product. The product is: [NH2:1][C:2]1[S:3][C:4]([C:17]2[CH:22]=[CH:21][CH:20]=[C:19]([F:23])[CH:18]=2)=[C:5]([C:7]([N:9]2[CH2:14][C@H:13]3[C@H:11]([CH2:12]3)[C@H:10]2[CH2:15][NH:16][C:30]([C:28]2[C:27]([CH3:33])=[N:26][N:25]([CH3:24])[CH:29]=2)=[O:31])=[O:8])[N:6]=1. (3) Given the reactants I[C:2]1[CH:7]=[CH:6][C:5]([C:8]2[CH:13]=[CH:12][CH:11]=[CH:10][CH:9]=2)=[CH:4][CH:3]=1.[CH2:14]([O:16][C:17](=[O:22])[C:18](Br)([F:20])[F:19])[CH3:15], predict the reaction product. The product is: [CH2:14]([O:16][C:17](=[O:22])[C:18]([C:2]1[CH:7]=[CH:6][C:5]([C:8]2[CH:13]=[CH:12][CH:11]=[CH:10][CH:9]=2)=[CH:4][CH:3]=1)([F:20])[F:19])[CH3:15]. (4) The product is: [C:16]([O:20][C:21]([N:23]1[CH2:28][CH2:27][CH:26]([N:29]([CH:30]2[CH2:31][CH2:32]2)[C:4](=[O:6])[C:3]2[CH:7]=[CH:8][C:9]([C:11]3[O:15][CH:14]=[N:13][CH:12]=3)=[CH:10][C:2]=2[F:1])[CH2:25][CH2:24]1)=[O:22])([CH3:19])([CH3:17])[CH3:18]. Given the reactants [F:1][C:2]1[CH:10]=[C:9]([C:11]2[O:15][CH:14]=[N:13][CH:12]=2)[CH:8]=[CH:7][C:3]=1[C:4]([OH:6])=O.[C:16]([O:20][C:21]([N:23]1[CH2:28][CH2:27][CH:26]([NH:29][CH:30]2[CH2:32][CH2:31]2)[CH2:25][CH2:24]1)=[O:22])([CH3:19])([CH3:18])[CH3:17], predict the reaction product. (5) Given the reactants [NH2:1][C:2]1[C:11]2[N:10]=[CH:9][C:8]([CH2:12][CH2:13][C:14]3[CH:19]=[CH:18][C:17]([CH2:20][OH:21])=[CH:16][C:15]=3[CH3:22])=[CH:7][C:6]=2[C:5]2[CH:23]=[CH:24][C:25]([CH3:27])=[CH:26][C:4]=2[N:3]=1.I(C1C=CC=CC=1C(O)=O)(=O)=O, predict the reaction product. The product is: [NH2:1][C:2]1[C:11]2[N:10]=[CH:9][C:8]([CH2:12][CH2:13][C:14]3[CH:19]=[CH:18][C:17]([CH:20]=[O:21])=[CH:16][C:15]=3[CH3:22])=[CH:7][C:6]=2[C:5]2[CH:23]=[CH:24][C:25]([CH3:27])=[CH:26][C:4]=2[N:3]=1. (6) Given the reactants C([N:8]([C@H:33]1[CH2:38][CH2:37][C@H:36]([C:39]2[CH:44]=[CH:43][C:42]([C:45]3[CH:50]=[CH:49][CH:48]=[CH:47][CH:46]=3)=[CH:41][CH:40]=2)[CH2:35][CH2:34]1)[CH2:9][C@H:10]([OH:32])[CH2:11][O:12][C:13]1[CH:14]=[CH:15][C:16]([O:24]CC2C=CC=CC=2)=[C:17]([NH:19][S:20]([CH3:23])(=[O:22])=[O:21])[CH:18]=1)C1C=CC=CC=1, predict the reaction product. The product is: [C:42]1([C:45]2[CH:50]=[CH:49][CH:48]=[CH:47][CH:46]=2)[CH:43]=[CH:44][C:39]([C@H:36]2[CH2:37][CH2:38][C@H:33]([NH:8][CH2:9][C@H:10]([OH:32])[CH2:11][O:12][C:13]3[CH:14]=[CH:15][C:16]([OH:24])=[C:17]([NH:19][S:20]([CH3:23])(=[O:21])=[O:22])[CH:18]=3)[CH2:34][CH2:35]2)=[CH:40][CH:41]=1.